Dataset: Peptide-MHC class II binding affinity with 134,281 pairs from IEDB. Task: Regression. Given a peptide amino acid sequence and an MHC pseudo amino acid sequence, predict their binding affinity value. This is MHC class II binding data. (1) The peptide sequence is IEFHYYMSDQLNKFV. The binding affinity (normalized) is 0.721. The MHC is DRB1_0101 with pseudo-sequence DRB1_0101. (2) The MHC is HLA-DQA10301-DQB10302 with pseudo-sequence HLA-DQA10301-DQB10302. The peptide sequence is LVVRMYLSSQAIRLV. The binding affinity (normalized) is 0.171. (3) The peptide sequence is IVACAKFTCAKSMSL. The MHC is DRB1_0701 with pseudo-sequence DRB1_0701. The binding affinity (normalized) is 0.818.